This data is from Reaction yield outcomes from USPTO patents with 853,638 reactions. The task is: Predict the reaction yield, written as a fraction of the theoretical maximum amount of product (1.0 means a 100% yield; for example, 0.34 means a 34% yield). (1) The reactants are [CH3:1][O:2][CH2:3][CH2:4][O:5][C:6]1[CH:7]=[C:8]2[C:12](=[C:13]([N:15]([CH3:25])[S:16]([C:19]3[CH:24]=[CH:23][CH:22]=[CH:21][N:20]=3)(=[O:18])=[O:17])[CH:14]=1)[NH:11][C:10]([C:26](O)=[O:27])=[CH:9]2.[CH2:29]([S:36][C:37]1([CH2:43][NH2:44])[CH2:42][CH2:41][S:40][CH2:39][CH2:38]1)[C:30]1[CH:35]=[CH:34][CH:33]=[CH:32][CH:31]=1.N1(O)C2C=CC=CC=2N=N1.Cl.CN(C)CCCN=C=NCC. The catalyst is CN(C)C=O. The product is [CH2:29]([S:36][C:37]1([CH2:43][NH:44][C:26]([C:10]2[NH:11][C:12]3[C:8]([CH:9]=2)=[CH:7][C:6]([O:5][CH2:4][CH2:3][O:2][CH3:1])=[CH:14][C:13]=3[N:15]([CH3:25])[S:16]([C:19]2[CH:24]=[CH:23][CH:22]=[CH:21][N:20]=2)(=[O:17])=[O:18])=[O:27])[CH2:42][CH2:41][S:40][CH2:39][CH2:38]1)[C:30]1[CH:31]=[CH:32][CH:33]=[CH:34][CH:35]=1. The yield is 0.770. (2) The reactants are [OH:1][CH2:2][CH2:3][C@H:4]1[CH2:8][O:7][C:6]([CH3:10])([CH3:9])[O:5]1.C(N(CC)CC)C.[CH3:18][S:19](Cl)(=[O:21])=[O:20].O. The catalyst is ClCCl. The product is [CH3:9][C:6]1([CH3:10])[O:5][C@@H:4]([CH2:3][CH2:2][O:1][S:19]([CH3:18])(=[O:21])=[O:20])[CH2:8][O:7]1. The yield is 0.980. (3) The reactants are [CH3:1][NH:2][C:3]([C:5]1[CH:6]=[C:7]([CH:12]=[C:13]([N+:15]([O-])=O)[CH:14]=1)[C:8]([O:10][CH3:11])=[O:9])=[O:4].C([O-])=O.[NH4+]. The catalyst is C(O)C.[Pd]. The product is [NH2:15][C:13]1[CH:12]=[C:7]([CH:6]=[C:5]([C:3]([NH:2][CH3:1])=[O:4])[CH:14]=1)[C:8]([O:10][CH3:11])=[O:9]. The yield is 0.483. (4) The reactants are [CH:1]([N:5]1[CH:13]=[N:12][C:11]2[C:6]1=[N:7][C:8]([N:21]1[CH2:26][CH2:25][O:24][CH2:23][CH2:22]1)=[N:9][C:10]=2[C:14]1[CH:15]=[N:16][C:17]([NH2:20])=[N:18][CH:19]=1)([CH2:3][CH3:4])[CH3:2].C1C(=O)N([Br:34])C(=O)C1. The catalyst is C(Cl)(Cl)Cl. The product is [Br:34][C:13]1[N:5]([CH:1]([CH2:3][CH3:4])[CH3:2])[C:6]2[C:11]([N:12]=1)=[C:10]([C:14]1[CH:15]=[N:16][C:17]([NH2:20])=[N:18][CH:19]=1)[N:9]=[C:8]([N:21]1[CH2:26][CH2:25][O:24][CH2:23][CH2:22]1)[N:7]=2. The yield is 0.490. (5) The reactants are [CH2:1]([O:3][C:4]1[N:9]=[C:8]2[S:10][C:11]([C:13]([OH:15])=O)=[CH:12][C:7]2=[N:6][CH:5]=1)[CH3:2].C(N(CC)C(C)C)(C)C.CN(C(ON1N=NC2C=CC=NC1=2)=[N+](C)C)C.F[P-](F)(F)(F)(F)F.[NH2:49][C:50]1[CH:51]=[C:52]([NH:57][C:58](=[O:70])[C:59]2[CH:64]=[CH:63][CH:62]=[C:61]([C:65]([C:68]#[N:69])([CH3:67])[CH3:66])[CH:60]=2)[CH:53]=[CH:54][C:55]=1[CH3:56]. The catalyst is CN(C=O)C. The product is [C:68]([C:65]([C:61]1[CH:60]=[C:59]([CH:64]=[CH:63][CH:62]=1)[C:58]([NH:57][C:52]1[CH:53]=[CH:54][C:55]([CH3:56])=[C:50]([NH:49][C:13]([C:11]2[S:10][C:8]3=[N:9][C:4]([O:3][CH2:1][CH3:2])=[CH:5][N:6]=[C:7]3[CH:12]=2)=[O:15])[CH:51]=1)=[O:70])([CH3:67])[CH3:66])#[N:69]. The yield is 0.0700. (6) The reactants are Cl[C:2]1[N:7]=[CH:6][C:5]([C:8]2[CH:13]=[CH:12][N:11]=[C:10]([NH:14][C:15]3[CH:16]=[C:17]([NH:22][C:23](=[O:34])[C:24]4[CH:29]=[CH:28][CH:27]=[C:26]([C:30]([F:33])([F:32])[F:31])[CH:25]=4)[CH:18]=[CH:19][C:20]=3[CH3:21])[N:9]=2)=[CH:4][CH:3]=1.[CH3:35][N:36]1[CH2:41][CH2:40][NH:39][CH2:38][CH2:37]1. The catalyst is O. The product is [CH3:21][C:20]1[CH:19]=[CH:18][C:17]([NH:22][C:23](=[O:34])[C:24]2[CH:29]=[CH:28][CH:27]=[C:26]([C:30]([F:33])([F:31])[F:32])[CH:25]=2)=[CH:16][C:15]=1[NH:14][C:10]1[N:9]=[C:8]([C:5]2[CH:6]=[N:7][C:2]([N:39]3[CH2:40][CH2:41][N:36]([CH3:35])[CH2:37][CH2:38]3)=[CH:3][CH:4]=2)[CH:13]=[CH:12][N:11]=1. The yield is 0.972.